Dataset: Full USPTO retrosynthesis dataset with 1.9M reactions from patents (1976-2016). Task: Predict the reactants needed to synthesize the given product. (1) Given the product [F:8][C:5]1[CH:4]=[CH:3][C:2]([C:9]2[CH:14]=[CH:13][CH:12]=[CH:11][CH:10]=2)=[CH:7][N:6]=1, predict the reactants needed to synthesize it. The reactants are: Br[C:2]1[CH:3]=[CH:4][C:5]([F:8])=[N:6][CH:7]=1.[C:9]1(B(O)O)[CH:14]=[CH:13][CH:12]=[CH:11][CH:10]=1.C(=O)([O-])[O-].[Na+].[Na+]. (2) The reactants are: [OH:1][CH2:2][C@@H:3]1[CH2:8][N:7]([C:9]2[CH:10]=[CH:11][C:12]3[O:13][CH2:14][C:15](=[O:19])[NH:16][C:17]=3[N:18]=2)[C@H:6]([C:20]2[CH:25]=[CH:24][CH:23]=[CH:22][CH:21]=2)[CH2:5][O:4]1.ClC(Cl)C.C(N(CC)CC)C.[CH3:37][S:38](O[S:38]([CH3:37])(=[O:40])=[O:39])(=[O:40])=[O:39]. Given the product [CH3:37][S:38]([O:1][CH2:2][C@H:3]1[O:4][CH2:5][C@@H:6]([C:20]2[CH:21]=[CH:22][CH:23]=[CH:24][CH:25]=2)[N:7]([C:9]2[CH:10]=[CH:11][C:12]3[O:13][CH2:14][C:15](=[O:19])[NH:16][C:17]=3[N:18]=2)[CH2:8]1)(=[O:40])=[O:39], predict the reactants needed to synthesize it. (3) Given the product [CH3:19][O:18][C:17]([N:16]([CH3:15])[C@@H:21]([CH:62]([CH3:64])[CH3:63])[C:22]([N:24]1[CH2:28][C@@H:27]([CH3:29])[CH2:26][C@H:25]1[C:30]1[NH:31][C:32]2[CH:38]=[CH:37][C:36]([C:39]3[CH:40]=[CH:41][C:42]([C:45]4[CH:50]=[CH:49][C:48]([C:51]5[N:55]=[C:54]([C@@H:56]6[CH2:60][C@H:59]([CH3:61])[CH2:58][N:57]6[C:7]([C@@H:6]([N:5]([CH3:13])[C:3](=[O:4])[O:2][CH3:1])[CH:10]([CH3:12])[CH3:11])=[O:8])[NH:53][CH:52]=5)=[CH:47][CH:46]=4)=[CH:43][CH:44]=3)=[CH:35][C:33]=2[N:34]=1)=[O:23])=[O:20], predict the reactants needed to synthesize it. The reactants are: [CH3:1][O:2][C:3]([N:5]([CH3:13])[C@@H:6]([CH:10]([CH3:12])[CH3:11])[C:7](O)=[O:8])=[O:4].Cl.[CH3:15][N:16]([C@@H:21]([CH:62]([CH3:64])[CH3:63])[C:22]([N:24]1[CH2:28][C@@H:27]([CH3:29])[CH2:26][C@H:25]1[C:30]1[NH:34][C:33]2[CH:35]=[C:36]([C:39]3[CH:44]=[CH:43][C:42]([C:45]4[CH:50]=[CH:49][C:48]([C:51]5[NH:55][C:54]([C@@H:56]6[CH2:60][C@H:59]([CH3:61])[CH2:58][NH:57]6)=[N:53][CH:52]=5)=[CH:47][CH:46]=4)=[CH:41][CH:40]=3)[CH:37]=[CH:38][C:32]=2[N:31]=1)=[O:23])[C:17](=[O:20])[O:18][CH3:19].CN(C(ON1N=NC2C=CC=NC1=2)=[N+](C)C)C.F[P-](F)(F)(F)(F)F.CCN(C(C)C)C(C)C. (4) The reactants are: [Cl:1][CH2:2][C@H:3]1[C:11]2[C:10]3[CH:12]=[CH:13][CH:14]=[CH:15][C:9]=3[C:8]([OH:16])=[CH:7][C:6]=2[N:5]([C:17]([O:19][C:20]([CH3:23])([CH3:22])[CH3:21])=[O:18])[CH2:4]1.CCN(C(C)C)C(C)C.Cl[C:34]([O:36][C:37]1[CH:42]=[CH:41][C:40]([N+:43]([O-:45])=[O:44])=[CH:39][CH:38]=1)=[O:35]. Given the product [Cl:1][CH2:2][C@H:3]1[C:11]2[C:10]3[CH:12]=[CH:13][CH:14]=[CH:15][C:9]=3[C:8]([O:16][C:34]([O:36][C:37]3[CH:38]=[CH:39][C:40]([N+:43]([O-:45])=[O:44])=[CH:41][CH:42]=3)=[O:35])=[CH:7][C:6]=2[N:5]([C:17]([O:19][C:20]([CH3:23])([CH3:22])[CH3:21])=[O:18])[CH2:4]1, predict the reactants needed to synthesize it. (5) Given the product [C:69]([C:67]1[S:68][C:64]([NH:63][C:30]([CH:20]2[NH:19][CH:18]([CH2:33][C:34]([CH3:36])([CH3:35])[CH3:37])[C:17]3([C:12]4[C:13](=[CH:14][C:9]([Cl:8])=[CH:10][CH:11]=4)[NH:15][C:16]3=[O:38])[CH:21]2[C:22]2[CH:27]=[CH:26][CH:25]=[C:24]([Cl:28])[C:23]=2[F:29])=[O:31])=[CH:65][CH:66]=1)#[N:70], predict the reactants needed to synthesize it. The reactants are: FC(F)(F)C(O)=O.[Cl:8][C:9]1[CH:14]=[C:13]2[NH:15][C:16](=[O:38])[C:17]3([CH:21]([C:22]4[CH:27]=[CH:26][CH:25]=[C:24]([Cl:28])[C:23]=4[F:29])[CH:20]([C:30](O)=[O:31])[NH:19][CH:18]3[CH2:33][C:34]([CH3:37])([CH3:36])[CH3:35])[C:12]2=[CH:11][CH:10]=1.C(N(C(C)C)CC)(C)C.C1(P(Cl)(C2C=CC=CC=2)=O)C=CC=CC=1.[NH2:63][C:64]1[S:68][C:67]([C:69]#[N:70])=[CH:66][CH:65]=1. (6) Given the product [N:23]1[C:24]2[CH2:25][CH2:26][CH2:27][CH2:28][C:29]=2[CH:30]=[CH:31][C:22]=1[CH2:21][C:32]([O:33][CH2:34][CH3:35])=[O:36], predict the reactants needed to synthesize it. The reactants are: C(NC(C)C)(C)C.[Li]CCCC.CN(C)CCN(C)C.[CH3:21][C:22]1[CH:31]=[CH:30][C:29]2[CH2:28][CH2:27][CH2:26][CH2:25][C:24]=2[N:23]=1.[C:32](Cl)(=[O:36])[O:33][CH2:34][CH3:35].[Cl-].[NH4+].